Dataset: Forward reaction prediction with 1.9M reactions from USPTO patents (1976-2016). Task: Predict the product of the given reaction. (1) Given the reactants ClC1C2N=C(C3C=C(C=CC=3)C(NCCC3CCN(C4C=CN=CC=4)CC3)=O)SC=2C=CC=1.[Cl:34][C:35]1[CH:36]=[CH:37][CH:38]=[C:39]2[C:43]=1[C:42](=[O:44])[N:41]([C:45]1[CH:46]=[C:47]([CH:51]=[CH:52][CH:53]=1)[C:48](O)=[O:49])[CH2:40]2.[N:54]1[CH:59]=[CH:58][C:57]([C:60]2[CH:69]=[CH:68][CH:67]=[C:66]3[C:61]=2[CH2:62][CH2:63][NH:64][CH2:65]3)=[CH:56][CH:55]=1.C(OC(N1CCC2C(=CC=CC=2Br)C1)=O)(C)(C)C.N1C=CC(B(O)O)=CC=1.C(O)(C(F)(F)F)=O, predict the reaction product. The product is: [Cl:34][C:35]1[CH:36]=[CH:37][CH:38]=[C:39]2[C:43]=1[C:42](=[O:44])[N:41]([C:45]1[CH:53]=[CH:52][CH:51]=[C:47]([C:48]([N:64]3[CH2:63][CH2:62][C:61]4[C:66](=[CH:67][CH:68]=[CH:69][C:60]=4[C:57]4[CH:58]=[CH:59][N:54]=[CH:55][CH:56]=4)[CH2:65]3)=[O:49])[CH:46]=1)[CH2:40]2. (2) Given the reactants [F:1][C:2]1[CH:28]=[CH:27][C:5]([CH2:6][N:7]2[CH2:11][CH2:10][CH:9]([N:12]3[CH2:17][CH2:16][CH:15]([C:18]4[CH:23]=[CH:22][C:21]([O:24]C)=[CH:20][CH:19]=4)[CH2:14][CH2:13]3)[C:8]2=[O:26])=[CH:4][CH:3]=1.B(Br)(Br)Br, predict the reaction product. The product is: [F:1][C:2]1[CH:3]=[CH:4][C:5]([CH2:6][N:7]2[CH2:11][CH2:10][CH:9]([N:12]3[CH2:17][CH2:16][CH:15]([C:18]4[CH:23]=[CH:22][C:21]([OH:24])=[CH:20][CH:19]=4)[CH2:14][CH2:13]3)[C:8]2=[O:26])=[CH:27][CH:28]=1. (3) Given the reactants F[C:2]1[CH:9]=[CH:8][C:5]([CH:6]=O)=[CH:4][C:3]=1[O:10][CH3:11].C[C:13]1[N:14]=[CH:15][NH:16][CH:17]=1.[C:18]([O-])([O-])=O.[K+].[K+].[N+](=C(P(=O)(OC)OC)C(=O)C)=[N-], predict the reaction product. The product is: [C:6]([C:5]1[CH:8]=[CH:9][C:2]([N:14]2[CH:13]=[CH:17][N:16]=[CH:15]2)=[C:3]([O:10][CH3:11])[CH:4]=1)#[CH:18]. (4) Given the reactants [CH2:1]([CH2:3][NH2:4])[OH:2].C(N(CC)CC)C.[F:12][C:13]([F:24])([F:23])[C:14](O[C:14](=[O:15])[C:13]([F:24])([F:23])[F:12])=[O:15], predict the reaction product. The product is: [F:12][C:13]([F:24])([F:23])[C:14]([NH:4][CH2:3][CH2:1][OH:2])=[O:15]. (5) The product is: [C@H:41]12[CH2:47][C@H:44]([NH:45][CH2:46]1)[CH2:43][N:42]2[C:48]([C:22]1[C:16]2[N:15]=[C:14]([CH2:13][N:2]([CH3:1])[CH:3]3[C:12]4[N:11]=[CH:10][CH:9]=[CH:8][C:7]=4[CH2:6][CH2:5][CH2:4]3)[NH:18][C:17]=2[CH:19]=[CH:20][CH:21]=1)=[O:49]. Given the reactants [CH3:1][N:2]([CH2:13][C:14]1[NH:18][C:17]2[CH:19]=[CH:20][CH:21]=[C:22](C(O)=O)[C:16]=2[N:15]=1)[CH:3]1[C:12]2[N:11]=[CH:10][CH:9]=[CH:8][C:7]=2[CH2:6][CH2:5][CH2:4]1.O=C1N(P(Cl)(N2CCOC2=O)=O)CCO1.[C@H:41]12[CH2:47][C@H:44]([NH:45][CH2:46]1)[CH2:43][N:42]2[C:48](OC(C)(C)C)=[O:49].C(N(CC)C(C)C)(C)C, predict the reaction product.